Dataset: Catalyst prediction with 721,799 reactions and 888 catalyst types from USPTO. Task: Predict which catalyst facilitates the given reaction. Reactant: C([O:3][C:4]([C:6]1[S:10][C:9]([Br:11])=[N:8][C:7]=1[CH3:12])=[O:5])C.O.[OH-].[Li+].Cl. Product: [Br:11][C:9]1[S:10][C:6]([C:4]([OH:5])=[O:3])=[C:7]([CH3:12])[N:8]=1. The catalyst class is: 253.